This data is from Peptide-MHC class I binding affinity with 185,985 pairs from IEDB/IMGT. The task is: Regression. Given a peptide amino acid sequence and an MHC pseudo amino acid sequence, predict their binding affinity value. This is MHC class I binding data. The peptide sequence is DVCGMFTNR. The MHC is HLA-A01:01 with pseudo-sequence HLA-A01:01. The binding affinity (normalized) is 0.